Dataset: Reaction yield outcomes from USPTO patents with 853,638 reactions. Task: Predict the reaction yield, written as a fraction of the theoretical maximum amount of product (1.0 means a 100% yield; for example, 0.34 means a 34% yield). (1) The reactants are [Cl:1][C:2]1[C:3]([C:8]2[CH:13]=[C:12]([C:14]([F:17])([F:16])[F:15])[CH:11]=[CH:10][C:9]=2[C:18]2[O:23][C:22](=[O:24])[C:21]3[CH:25]=[C:26]([N:30]4[CH:34]=[N:33][CH:32]=[N:31]4)[CH:27]=[C:28]([CH3:29])[C:20]=3[N:19]=2)=[N:4][CH:5]=[CH:6][CH:7]=1.[CH3:35][NH2:36]. The catalyst is C1COCC1. The product is [Cl:1][C:2]1[C:3]([C:8]2[CH:13]=[C:12]([C:14]([F:16])([F:17])[F:15])[CH:11]=[CH:10][C:9]=2[C:18]([NH:19][C:20]2[C:28]([CH3:29])=[CH:27][C:26]([N:30]3[CH:34]=[N:33][CH:32]=[N:31]3)=[CH:25][C:21]=2[C:22]([NH:36][CH3:35])=[O:24])=[O:23])=[N:4][CH:5]=[CH:6][CH:7]=1. The yield is 0.900. (2) The reactants are [CH2:1]([N:5]([CH2:18][CH2:19][CH2:20][CH3:21])[C:6]1[CH:11]=[CH:10][C:9]([CH:12]=[CH:13][CH:14]=O)=[C:8]([O:16][CH3:17])[CH:7]=1)[CH2:2][CH2:3][CH3:4].[C:22]([C:24]1[C:25](=[C:35]([C:38]#[N:39])[C:36]#[N:37])[O:26][C:27]([CH3:34])([C:30]([F:33])([F:32])[F:31])[C:28]=1[CH3:29])#[N:23]. The catalyst is C(O)C. The product is [CH2:1]([N:5]([CH2:18][CH2:19][CH2:20][CH3:21])[C:6]1[CH:11]=[CH:10][C:9]([CH:12]=[CH:13][CH:14]=[CH:29][C:28]2[C:27]([CH3:34])([C:30]([F:33])([F:31])[F:32])[O:26][C:25](=[C:35]([C:38]#[N:39])[C:36]#[N:37])[C:24]=2[C:22]#[N:23])=[C:8]([O:16][CH3:17])[CH:7]=1)[CH2:2][CH2:3][CH3:4]. The yield is 0.921. (3) The reactants are Br[C:2]1[C:11]2[C:6](=[CH:7][CH:8]=[CH:9][CH:10]=2)[CH:5]=[C:4]([NH:12][C:13]([C:15]2([C:18]3[CH:28]=[CH:27][C:21]4[O:22][C:23]([F:26])([F:25])[O:24][C:20]=4[CH:19]=3)[CH2:17][CH2:16]2)=[O:14])[N:3]=1.[CH3:29][O:30][C:31]1[N:36]=[CH:35][C:34](B(O)O)=[CH:33][CH:32]=1.C(=O)([O-])[O-].[K+].[K+]. The catalyst is COCCOC. The product is [F:25][C:23]1([F:26])[O:22][C:21]2[CH:27]=[CH:28][C:18]([C:15]3([C:13]([NH:12][C:4]4[N:3]=[C:2]([C:34]5[CH:35]=[N:36][C:31]([O:30][CH3:29])=[CH:32][CH:33]=5)[C:11]5[C:6]([CH:5]=4)=[CH:7][CH:8]=[CH:9][CH:10]=5)=[O:14])[CH2:17][CH2:16]3)=[CH:19][C:20]=2[O:24]1. The yield is 0.710. (4) The product is [ClH:21].[Br:20][C:17]1[CH:18]=[CH:19][C:14]([CH:11]2[CH2:10][CH2:9][NH:8][CH2:13][CH2:12]2)=[CH:15][CH:16]=1. The catalyst is C(OCC)(=O)C. The reactants are C(OC([N:8]1[CH2:13][CH2:12][CH:11]([C:14]2[CH:19]=[CH:18][C:17]([Br:20])=[CH:16][CH:15]=2)[CH2:10][CH2:9]1)=O)(C)(C)C.[ClH:21]. The yield is 0.980. (5) The reactants are [NH:1]1[C:9]2[C:4](=[CH:5][C:6]([NH:10][C:11]3[C:20]4[C:15](=[CH:16][C:17]([O:29][CH3:30])=[CH:18][C:19]=4[O:21][CH:22]4[CH2:27][CH2:26][N:25]([CH3:28])[CH2:24][CH2:23]4)[N:14]=[CH:13][N:12]=3)=[CH:7][CH:8]=2)[CH:3]=[CH:2]1.[CH2:31](Cl)[C:32]1[CH:37]=[CH:36][CH:35]=[CH:34][CH:33]=1. No catalyst specified. The product is [CH2:31]([N:1]1[C:9]2[C:4](=[CH:5][C:6]([NH:10][C:11]3[C:20]4[C:15](=[CH:16][C:17]([O:29][CH3:30])=[CH:18][C:19]=4[O:21][CH:22]4[CH2:23][CH2:24][N:25]([CH3:28])[CH2:26][CH2:27]4)[N:14]=[CH:13][N:12]=3)=[CH:7][CH:8]=2)[CH:3]=[CH:2]1)[C:32]1[CH:37]=[CH:36][CH:35]=[CH:34][CH:33]=1. The yield is 0.460. (6) The reactants are [N:1]12[CH2:8][CH2:7][CH:4]([CH2:5][CH2:6]1)[CH:3]([O:9][C:10](=[O:23])[NH:11][C:12]([C:15]1[CH:20]=[CH:19][C:18]([F:21])=[C:17](Br)[CH:16]=1)([CH3:14])[CH3:13])[CH2:2]2.[C:24]1(B(O)O)[CH:29]=[CH:28][CH:27]=[CH:26][CH:25]=1. The catalyst is C([O-])(=O)C.[Pd+2].C([O-])(=O)C. The product is [N:1]12[CH2:8][CH2:7][CH:4]([CH2:5][CH2:6]1)[CH:3]([O:9][C:10](=[O:23])[NH:11][C:12]([C:15]1[CH:16]=[C:17]([C:24]3[CH:29]=[CH:28][CH:27]=[CH:26][CH:25]=3)[C:18]([F:21])=[CH:19][CH:20]=1)([CH3:14])[CH3:13])[CH2:2]2. The yield is 0.290. (7) The reactants are [NH2:1][CH2:2][C:3]1[CH:8]=[CH:7][C:6]([OH:9])=[CH:5][CH:4]=1.CCN(CC)CC.[CH3:17][C:18]([O:21][C:22](O[C:22]([O:21][C:18]([CH3:20])([CH3:19])[CH3:17])=[O:23])=[O:23])([CH3:20])[CH3:19]. The product is [OH:9][C:6]1[CH:7]=[CH:8][C:3]([CH2:2][NH:1][C:22](=[O:23])[O:21][C:18]([CH3:20])([CH3:19])[CH3:17])=[CH:4][CH:5]=1. The catalyst is C(Cl)Cl. The yield is 0.660.